The task is: Predict the product of the given reaction.. This data is from Forward reaction prediction with 1.9M reactions from USPTO patents (1976-2016). Given the reactants [CH3:1][C:2]1[N:7]=[C:6]([O:8][C:9]2[CH:17]=[CH:16][C:12]([C:13](O)=[O:14])=[CH:11][CH:10]=2)[CH:5]=[CH:4][C:3]=1[CH2:18][N:19]1[CH2:24][CH2:23][CH:22]([N:25]2[C@H:29]([C:30]3[CH:35]=[CH:34][CH:33]=[CH:32][CH:31]=3)[CH2:28][O:27][C:26]2=[O:36])[CH2:21][CH2:20]1.CC(C[AlH]CC(C)C)C, predict the reaction product. The product is: [OH:14][CH2:13][C:12]1[CH:11]=[CH:10][C:9]([O:8][C:6]2[N:7]=[C:2]([CH3:1])[C:3]([CH2:18][N:19]3[CH2:20][CH2:21][CH:22]([N:25]4[C@H:29]([C:30]5[CH:31]=[CH:32][CH:33]=[CH:34][CH:35]=5)[CH2:28][O:27][C:26]4=[O:36])[CH2:23][CH2:24]3)=[CH:4][CH:5]=2)=[CH:17][CH:16]=1.